Task: Predict the reaction yield, written as a fraction of the theoretical maximum amount of product (1.0 means a 100% yield; for example, 0.34 means a 34% yield).. Dataset: Reaction yield outcomes from USPTO patents with 853,638 reactions (1) The reactants are [CH:1]12[O:7][CH:4]([CH2:5][CH2:6]1)[CH2:3][CH:2]2[C:8]([OH:11])([CH3:10])[CH3:9].C(N(CC)CC)C.[C:19](Cl)(=[O:22])[CH:20]=[CH2:21].O. The catalyst is C1(C)C=CC=CC=1.CN(C1C=CN=CC=1)C. The product is [C:19]([O:11][C:8]([CH:2]1[CH2:3][CH:4]2[O:7][CH:1]1[CH2:6][CH2:5]2)([CH3:9])[CH3:10])(=[O:22])[CH:20]=[CH2:21]. The yield is 0.820. (2) The reactants are [NH2:1][C:2]1[CH:16]=[C:15]([C:17]([NH:19][CH2:20][CH:21]2[O:26][C:25]3[CH:27]=[CH:28][CH:29]=[CH:30][C:24]=3[O:23][CH2:22]2)=[O:18])[CH:14]=[CH:13][C:3]=1[C:4]([NH:6][CH2:7][CH2:8][CH2:9][O:10][CH2:11][CH3:12])=[O:5].[C:31](Cl)(Cl)=[S:32]. The catalyst is C(Cl)Cl. The product is [O:26]1[C:25]2[CH:27]=[CH:28][CH:29]=[CH:30][C:24]=2[O:23][CH2:22][CH:21]1[CH2:20][NH:19][C:17]([C:15]1[CH:16]=[C:2]2[C:3]([C:4](=[O:5])[N:6]([CH2:7][CH2:8][CH2:9][O:10][CH2:11][CH3:12])[C:31](=[S:32])[NH:1]2)=[CH:13][CH:14]=1)=[O:18]. The yield is 0.180. (3) The reactants are [CH:1]([C:3]1[CH:7]=[CH:6][S:5][C:4]=1[CH:8]([CH2:11][CH2:12][CH3:13])[C:9]#[N:10])=O.Cl.NO.C([O-])(=O)C.[Na+].C1N=C[N:24](C(N2C=NC=C2)=O)C=1. The catalyst is C(O)C.[Cl-].[Na+].O.CN(C)C=O.C(N(CC)CC)C. The product is [C:1]([C:3]1[CH:7]=[CH:6][S:5][C:4]=1[CH:8]([CH2:11][CH2:12][CH3:13])[C:9]#[N:10])#[N:24]. The yield is 0.637.